From a dataset of Reaction yield outcomes from USPTO patents with 853,638 reactions. Predict the reaction yield, written as a fraction of the theoretical maximum amount of product (1.0 means a 100% yield; for example, 0.34 means a 34% yield). (1) The reactants are CC(OI1(OC(C)=O)(OC(C)=O)OC(=O)C2C=CC=CC1=2)=O.[CH3:23][O:24][CH2:25][O:26][C:27]1[CH:28]=[N:29][CH:30]=[CH:31][C:32]=1[CH:33]([OH:35])[CH3:34].C([O-])(O)=O.[Na+].[O-]S([O-])(=S)=O.[Na+].[Na+]. The catalyst is C(Cl)(Cl)Cl. The product is [CH3:23][O:24][CH2:25][O:26][C:27]1[CH:28]=[N:29][CH:30]=[CH:31][C:32]=1[C:33](=[O:35])[CH3:34]. The yield is 0.860. (2) The reactants are Br[C:2]1[NH:22][C:5]2[N:6]=[CH:7][N:8]=[C:9]([NH:10][C:11]3[CH:12]=[C:13]4[C:17](=[CH:18][C:19]=3[O:20][CH3:21])[NH:16][N:15]=[CH:14]4)[C:4]=2[CH:3]=1.[C:23]1([S:29]([O-:31])=[O:30])[CH:28]=[CH:27][CH:26]=[CH:25][CH:24]=1.[Na+].CN(C)CCN. The catalyst is CS(C)=O. The product is [CH3:21][O:20][C:19]1[CH:18]=[C:17]2[C:13]([CH:14]=[N:15][NH:16]2)=[CH:12][C:11]=1[NH:10][C:9]1[C:4]2[CH:3]=[C:2]([S:29]([C:23]3[CH:28]=[CH:27][CH:26]=[CH:25][CH:24]=3)(=[O:31])=[O:30])[NH:22][C:5]=2[N:6]=[CH:7][N:8]=1. The yield is 0.0400. (3) The reactants are [NH:1]1[CH2:6][CH2:5][CH:4]([CH2:7][OH:8])[CH2:3][CH2:2]1.[F:9][C:10]1[CH:11]=[C:12]([CH:18]=[C:19]([F:21])[CH:20]=1)[CH:13]=[CH:14][C:15](O)=[O:16].F[P-](F)(F)(F)(F)F.N1(O[P+](N(C)C)(N(C)C)N(C)C)C2C=CC=CC=2N=N1.C(N(CC)CC)C. The catalyst is ClCCl. The product is [F:9][C:10]1[CH:11]=[C:12](/[CH:13]=[CH:14]/[C:15]([N:1]2[CH2:6][CH2:5][CH:4]([CH2:7][OH:8])[CH2:3][CH2:2]2)=[O:16])[CH:18]=[C:19]([F:21])[CH:20]=1. The yield is 0.810. (4) The reactants are Cl.[C:2]1([CH3:10])[CH:7]=[CH:6][C:5]([NH:8][NH2:9])=[CH:4][CH:3]=1.C(N(CC)CC)C.[CH2:18](Br)[CH2:19][C:20]1[CH:25]=[CH:24][CH:23]=[CH:22][CH:21]=1. The catalyst is CCO. The product is [CH2:18]([N:8]([C:5]1[CH:6]=[CH:7][C:2]([CH3:10])=[CH:3][CH:4]=1)[NH2:9])[CH2:19][C:20]1[CH:25]=[CH:24][CH:23]=[CH:22][CH:21]=1. The yield is 0.260. (5) The reactants are [NH2:1][C@@:2]([C:17]1[CH:22]=[C:21]([Br:23])[C:20]([F:24])=[CH:19][C:18]=1[F:25])([CH3:16])[C:3]([F:15])([F:14])[C:4]([CH3:13])([O:6][CH2:7][C:8](OCC)=[O:9])[CH3:5].CCCCCCC. The catalyst is C(OCC)(=O)C. The product is [Br:23][C:21]1[C:20]([F:24])=[CH:19][C:18]([F:25])=[C:17]([C@:2]2([CH3:16])[C:3]([F:15])([F:14])[C:4]([CH3:13])([CH3:5])[O:6][CH2:7][C:8](=[O:9])[NH:1]2)[CH:22]=1. The yield is 0.630.